Dataset: Reaction yield outcomes from USPTO patents with 853,638 reactions. Task: Predict the reaction yield, written as a fraction of the theoretical maximum amount of product (1.0 means a 100% yield; for example, 0.34 means a 34% yield). The reactants are I[C:2]1[CH:3]=[CH:4][C:5]2[N:6]([CH:8]=[C:9]([NH:11][C:12](=[O:26])[C:13]3[CH:18]=[CH:17][C:16]([C:19]([CH3:25])([CH3:24])[CH2:20][CH2:21][C:22]#[N:23])=[CH:15][CH:14]=3)[N:10]=2)[CH:7]=1.[S:27]1[CH:31]=[CH:30][C:29](B(O)O)=[CH:28]1. No catalyst specified. The product is [C:22]([CH2:21][CH2:20][C:19]([C:16]1[CH:17]=[CH:18][C:13]([C:12]([NH:11][C:9]2[N:10]=[C:5]3[CH:4]=[CH:3][C:2]([C:29]4[CH:30]=[CH:31][S:27][CH:28]=4)=[CH:7][N:6]3[CH:8]=2)=[O:26])=[CH:14][CH:15]=1)([CH3:25])[CH3:24])#[N:23]. The yield is 0.820.